From a dataset of Forward reaction prediction with 1.9M reactions from USPTO patents (1976-2016). Predict the product of the given reaction. (1) The product is: [Cl:1][C:2]1[CH:7]=[C:6]([Cl:8])[CH:5]=[CH:4][C:3]=1[CH2:9][CH:10]([N:13]([O:14][CH3:15])[C:30]([C:29]1[C:25]([CH:24]([F:34])[F:23])=[N:26][N:27]([CH3:33])[CH:28]=1)=[O:31])[CH2:11][F:12]. Given the reactants [Cl:1][C:2]1[CH:7]=[C:6]([Cl:8])[CH:5]=[CH:4][C:3]=1[CH2:9][CH:10]([NH:13][O:14][CH3:15])[CH2:11][F:12].C(N(CC)CC)C.[F:23][CH:24]([F:34])[C:25]1[C:29]([C:30](Cl)=[O:31])=[CH:28][N:27]([CH3:33])[N:26]=1, predict the reaction product. (2) Given the reactants Br[CH2:2][C:3](=O)[CH:4]([C:12]1[C:17]([Cl:18])=[CH:16][C:15]([N:19]2[C:24](=[O:25])[NH:23][C:22](=[O:26])[CH:21]=[N:20]2)=[CH:14][C:13]=1[Cl:27])[C:5]1[CH:10]=[CH:9][C:8]([Cl:11])=[CH:7][CH:6]=1.[C:29]1([C:35](=[S:37])[NH2:36])[CH:34]=[CH:33][CH:32]=[CH:31][CH:30]=1, predict the reaction product. The product is: [Cl:27][C:13]1[CH:14]=[C:15]([N:19]2[C:24](=[O:25])[NH:23][C:22](=[O:26])[CH:21]=[N:20]2)[CH:16]=[C:17]([Cl:18])[C:12]=1[CH:4]([C:5]1[CH:10]=[CH:9][C:8]([Cl:11])=[CH:7][CH:6]=1)[C:3]1[N:36]=[C:35]([C:29]2[CH:34]=[CH:33][CH:32]=[CH:31][CH:30]=2)[S:37][CH:2]=1. (3) Given the reactants [CH3:1][O:2][C:3](=[O:24])[C@@H:4]([NH:13][C:14](=[O:23])[C:15]1[CH:20]=[C:19]([Cl:21])[CH:18]=[CH:17][C:16]=1[NH2:22])[CH2:5][C:6]1[CH:11]=[CH:10][C:9](Br)=[CH:8][CH:7]=1.[CH:25]1([C:31]2[CH:36]=[CH:35][C:34](B(O)O)=[CH:33][CH:32]=2)[CH2:30][CH2:29][CH2:28][CH2:27][CH2:26]1.C([O-])([O-])=O.[Na+].[Na+], predict the reaction product. The product is: [CH3:1][O:2][C:3](=[O:24])[C@@H:4]([NH:13][C:14](=[O:23])[C:15]1[CH:20]=[C:19]([Cl:21])[CH:18]=[CH:17][C:16]=1[NH2:22])[CH2:5][C:6]1[CH:11]=[CH:10][C:9]([C:28]2[CH:27]=[CH:26][C:25]([CH:31]3[CH2:36][CH2:35][CH2:34][CH2:33][CH2:32]3)=[CH:30][CH:29]=2)=[CH:8][CH:7]=1. (4) Given the reactants [NH2:1][C:2]1[CH:31]=[CH:30][C:5]([CH2:6][CH:7]2[CH2:12][CH2:11][N:10]([CH2:13][C:14]3[CH:19]=[CH:18][C:17]([C:20]([OH:29])([C:25]([F:28])([F:27])[F:26])[C:21]([F:24])([F:23])[F:22])=[CH:16][CH:15]=3)[CH2:9][CH2:8]2)=[CH:4][CH:3]=1.[C:32]1([CH2:38][C:39](Cl)=[O:40])[CH:37]=[CH:36][CH:35]=[CH:34][CH:33]=1.C(N(CC)CC)C, predict the reaction product. The product is: [F:24][C:21]([F:22])([F:23])[C:20]([C:17]1[CH:18]=[CH:19][C:14]([CH2:13][N:10]2[CH2:9][CH2:8][CH:7]([CH2:6][C:5]3[CH:4]=[CH:3][C:2]([NH:1][C:39](=[O:40])[CH2:38][C:32]4[CH:37]=[CH:36][CH:35]=[CH:34][CH:33]=4)=[CH:31][CH:30]=3)[CH2:12][CH2:11]2)=[CH:15][CH:16]=1)([OH:29])[C:25]([F:28])([F:26])[F:27]. (5) Given the reactants [OH:1][C:2]1[CH:9]=[C:8]([CH3:10])[C:5]([CH:6]=[O:7])=[C:4]([CH3:11])[CH:3]=1.Cl[CH2:13][C:14]#[N:15].C([O-])([O-])=O.[Cs+].[Cs+], predict the reaction product. The product is: [CH:6]([C:5]1[C:4]([CH3:11])=[CH:3][C:2]([O:1][CH2:13][C:14]#[N:15])=[CH:9][C:8]=1[CH3:10])=[O:7].